Dataset: Forward reaction prediction with 1.9M reactions from USPTO patents (1976-2016). Task: Predict the product of the given reaction. (1) Given the reactants N(C1N=NC(C2C=CC=CC=2)=CN=1)N.[NH:15]([C:17]1[N:18]=[N:19][C:20]([C:23]2[CH:28]=[CH:27][C:26]([O:29][CH2:30][C:31]3[CH:36]=[CH:35][CH:34]=[CH:33][CH:32]=3)=[CH:25][CH:24]=2)=[CH:21][N:22]=1)[NH2:16].N1C2C(=CC(CC(O)=O)=CC=2)C=CC=1.[CH3:51][O:52][C:53]1[CH:62]=[C:61]2[C:56]([C:57]([O:63][CH2:64][C:65](O)=[O:66])=[CH:58][CH:59]=[N:60]2)=[CH:55][CH:54]=1, predict the reaction product. The product is: [CH2:30]([O:29][C:26]1[CH:25]=[CH:24][C:23]([C:20]2[N:19]=[N:18][C:17]([NH:15][NH:16][C:65](=[O:66])[CH2:64][O:63][C:57]3[C:56]4[C:61](=[CH:62][C:53]([O:52][CH3:51])=[CH:54][CH:55]=4)[N:60]=[CH:59][CH:58]=3)=[N:22][CH:21]=2)=[CH:28][CH:27]=1)[C:31]1[CH:32]=[CH:33][CH:34]=[CH:35][CH:36]=1. (2) Given the reactants Cl.[CH2:2]([O:4][C:5](=[O:26])[C@@H:6]([CH3:25])[CH2:7][CH:8]([NH2:24])[CH2:9][C:10]1[CH:15]=[CH:14][C:13]([C:16]2[CH:21]=[CH:20][CH:19]=[CH:18][C:17]=2[O:22][CH3:23])=[CH:12][CH:11]=1)[CH3:3].[C:27]1(=[O:33])[O:32][C:30](=[O:31])[CH2:29][CH2:28]1, predict the reaction product. The product is: [CH2:2]([O:4][C:5](=[O:26])[C@@H:6]([CH3:25])[CH2:7][CH:8]([NH:24][C:27](=[O:33])[CH2:28][CH2:29][C:30]([OH:32])=[O:31])[CH2:9][C:10]1[CH:15]=[CH:14][C:13]([C:16]2[CH:21]=[CH:20][CH:19]=[CH:18][C:17]=2[O:22][CH3:23])=[CH:12][CH:11]=1)[CH3:3]. (3) Given the reactants Cl[C:2]1[CH:7]=[CH:6][N:5]=[CH:4][C:3]=1[N+:8]([O-:10])=[O:9].[NH:11]1[CH2:16][CH2:15][CH2:14][C@H:13]([NH:17][C:18](=[O:27])[O:19][CH2:20][C:21]2[CH:26]=[CH:25][CH:24]=[CH:23][CH:22]=2)[CH2:12]1.CCN(C(C)C)C(C)C, predict the reaction product. The product is: [N+:8]([C:3]1[CH:4]=[N:5][CH:6]=[CH:7][C:2]=1[N:11]1[CH2:16][CH2:15][CH2:14][C@H:13]([NH:17][C:18](=[O:27])[O:19][CH2:20][C:21]2[CH:26]=[CH:25][CH:24]=[CH:23][CH:22]=2)[CH2:12]1)([O-:10])=[O:9].